Task: Predict the reaction yield, written as a fraction of the theoretical maximum amount of product (1.0 means a 100% yield; for example, 0.34 means a 34% yield).. Dataset: Reaction yield outcomes from USPTO patents with 853,638 reactions (1) The reactants are [C:1]([CH:3]1[CH2:6][N:5]([C:7](=[O:42])[C@H:8]([NH:10][C:11]([C:13]2[C:21]3[C:16](=[N:17][CH:18]=[C:19]([C:22]4[C:30]5[CH2:29][CH2:28][C:27]([CH3:32])([CH3:31])[CH2:26][C:25]=5[N:24]([CH3:33])[N:23]=4)[N:20]=3)[N:15](COCC[Si](C)(C)C)[CH:14]=2)=[O:12])[CH3:9])[CH2:4]1)#[N:2].C(O)(C(F)(F)F)=O.C(N)CN. The catalyst is C(Cl)Cl. The product is [C:1]([CH:3]1[CH2:4][N:5]([C:7](=[O:42])[C@H:8]([NH:10][C:11]([C:13]2[C:21]3[C:16](=[N:17][CH:18]=[C:19]([C:22]4[C:30]5[CH2:29][CH2:28][C:27]([CH3:31])([CH3:32])[CH2:26][C:25]=5[N:24]([CH3:33])[N:23]=4)[N:20]=3)[NH:15][CH:14]=2)=[O:12])[CH3:9])[CH2:6]1)#[N:2]. The yield is 0.550. (2) The reactants are [F:1][CH2:2][CH2:3][CH2:4][CH2:5][CH2:6][C:7]1[N:11]([C:12]2[CH:17]=[CH:16][C:15]([C:18]([NH:20][CH2:21][C:22]([F:25])([F:24])[F:23])=[O:19])=[CH:14][CH:13]=2)[N:10]=[N:9][C:8]=1[C:26]([NH:28][CH2:29][CH2:30][NH:31]C(=O)OC(C)(C)C)=[O:27].[ClH:39].C(OCC)(=O)C. The catalyst is C(OCC)(=O)C. The product is [ClH:39].[NH2:31][CH2:30][CH2:29][NH:28][C:26]([C:8]1[N:9]=[N:10][N:11]([C:12]2[CH:13]=[CH:14][C:15]([C:18]([NH:20][CH2:21][C:22]([F:24])([F:25])[F:23])=[O:19])=[CH:16][CH:17]=2)[C:7]=1[CH2:6][CH2:5][CH2:4][CH2:3][CH2:2][F:1])=[O:27]. The yield is 0.990. (3) The reactants are [CH2:1]([NH2:4])[CH2:2][OH:3].[C:5]1([S:11](Cl)(=[O:13])=[O:12])[CH:10]=[CH:9][CH:8]=[CH:7][CH:6]=1.[OH-].[Na+]. The catalyst is O. The product is [OH:3][CH2:2][CH2:1][NH:4][S:11]([C:5]1[CH:10]=[CH:9][CH:8]=[CH:7][CH:6]=1)(=[O:13])=[O:12]. The yield is 0.955. (4) The reactants are [C:1]1([C:7]2[CH:8]=[C:9]3[CH:15]=[CH:14][NH:13][C:10]3=[N:11][CH:12]=2)[CH:6]=[CH:5][CH:4]=[CH:3][CH:2]=1.[I:16]I.[OH-].[K+]. The catalyst is CN(C=O)C.S([O-])([O-])(=O)=S.[Na+].[Na+].C(OCC)(=O)C. The product is [I:16][C:15]1[C:9]2[C:10](=[N:11][CH:12]=[C:7]([C:1]3[CH:2]=[CH:3][CH:4]=[CH:5][CH:6]=3)[CH:8]=2)[NH:13][CH:14]=1. The yield is 0.650. (5) The reactants are [CH3:1][C@@H:2]([C@@H:10]1[C@@:14]2([CH3:29])[CH2:15][CH2:16][C@@H:17]3[C@@:22]4([CH3:28])[CH2:23][CH2:24][C@H:25]([OH:27])[CH2:26][C:21]4=[CH:20][CH:19]=[C:18]3[C@@H:13]2[CH2:12][CH2:11]1)/[CH:3]=[CH:4]/[C@@H:5]([CH:7]([CH3:9])[CH3:8])[CH3:6].[C:30](OC(=O)C)(=[O:32])[CH3:31].O. The yield is 0.740. The product is [C:30]([O:27][C@H:25]1[CH2:24][CH2:23][C@@:22]2([CH3:28])[C:21](=[CH:20][CH:19]=[C:18]3[C@@H:17]2[CH2:16][CH2:15][C@@:14]2([CH3:29])[C@H:13]3[CH2:12][CH2:11][C@@H:10]2[C@H:2]([CH3:1])/[CH:3]=[CH:4]/[C@H:5]([CH3:6])[CH:7]([CH3:8])[CH3:9])[CH2:26]1)(=[O:32])[CH3:31]. The catalyst is N1C=CC=CC=1. (6) The reactants are [Cl:1][C:2]1[CH:9]=[C:8]([Cl:10])[C:7]([Cl:11])=[CH:6][C:3]=1[CH:4]=[O:5].CC(C)=[O:14].OS(O)(=O)=O.O=[Cr](=O)=O.CO. The catalyst is CC(C)=O. The product is [Cl:1][C:2]1[CH:9]=[C:8]([Cl:10])[C:7]([Cl:11])=[CH:6][C:3]=1[C:4]([OH:14])=[O:5]. The yield is 0.960. (7) The reactants are [B:10]1([B:10]2[O:14][C:13]([CH3:16])([CH3:15])[C:12]([CH3:18])([CH3:17])[O:11]2)[O:14][C:13]([CH3:16])([CH3:15])[C:12]([CH3:18])([CH3:17])[O:11]1.C([O-])(=O)C.[K+].C1(P(C2CCCCC2)C2CCCCC2)CCCCC1.Br[C:44]1[C:53]([F:54])=[CH:52][C:47]2[NH:48][C:49](=[O:51])[O:50][C:46]=2[CH:45]=1. The catalyst is C1C=CC(/C=C/C(/C=C/C2C=CC=CC=2)=O)=CC=1.C1C=CC(/C=C/C(/C=C/C2C=CC=CC=2)=O)=CC=1.C1C=CC(/C=C/C(/C=C/C2C=CC=CC=2)=O)=CC=1.[Pd].[Pd].O1CCOCC1. The product is [F:54][C:53]1[C:44]([B:10]2[O:11][C:12]([CH3:17])([CH3:18])[C:13]([CH3:15])([CH3:16])[O:14]2)=[CH:45][C:46]2[O:50][C:49](=[O:51])[NH:48][C:47]=2[CH:52]=1. The yield is 0.857. (8) The reactants are [CH3:1][C:2]([CH3:29])([CH2:7][CH2:8][C:9]1[S:10][C:11]([C:14]2[CH:19]=[CH:18][C:17]([NH:20][C:21]([N:23]3[CH2:28][CH2:27]C[CH2:25][CH2:24]3)=[O:22])=[CH:16][CH:15]=2)=[CH:12][N:13]=1)[C:3]([O:5][CH3:6])=[O:4].[CH3:30][N:31]1CCNCC1. No catalyst specified. The product is [CH3:1][C:2]([CH3:29])([CH2:7][CH2:8][C:9]1[S:10][C:11]([C:14]2[CH:15]=[CH:16][C:17]([NH:20][C:21]([N:23]3[CH2:24][CH2:25][N:31]([CH3:30])[CH2:27][CH2:28]3)=[O:22])=[CH:18][CH:19]=2)=[CH:12][N:13]=1)[C:3]([O:5][CH3:6])=[O:4]. The yield is 0.690. (9) The reactants are [C:1]([C:5]1[S:9][C:8]([CH:10]2[CH2:15][CH:14]([C:16]([O:18]C)=[O:17])[CH2:13][CH2:12][N:11]2[C:20]([O:22][CH3:23])=[O:21])=[CH:7][CH:6]=1)([CH3:4])([CH3:3])[CH3:2].O.[Br-].[Li+].CC(OC)(C)C. The catalyst is C(#N)C. The product is [C:1]([C:5]1[S:9][C:8]([CH:10]2[CH2:15][CH:14]([C:16]([OH:18])=[O:17])[CH2:13][CH2:12][N:11]2[C:20]([O:22][CH3:23])=[O:21])=[CH:7][CH:6]=1)([CH3:4])([CH3:2])[CH3:3]. The yield is 0.471.